The task is: Predict the reactants needed to synthesize the given product.. This data is from Full USPTO retrosynthesis dataset with 1.9M reactions from patents (1976-2016). (1) Given the product [Br:1][C:2]1[CH:7]=[CH:6][C:5]([Br:8])=[CH:4][C:3]=1[S:10]([Cl:9])(=[O:12])=[O:11], predict the reactants needed to synthesize it. The reactants are: [Br:1][C:2]1[CH:7]=[CH:6][C:5]([Br:8])=[CH:4][CH:3]=1.[Cl:9][S:10](O)(=[O:12])=[O:11]. (2) Given the product [CH3:1][O:2][C:3]1[CH:4]=[C:5]2[C:10](=[CH:11][C:12]=1[O:13][CH3:14])[CH:9]([CH2:15][O:16][C:17]1[CH:22]=[CH:21][CH:20]=[CH:19][CH:18]=1)[N:8]([CH:23]([C:27]1[CH:32]=[CH:31][CH:30]=[CH:29][CH:28]=1)[C:24]([NH2:34])=[O:25])[CH2:7][CH2:6]2, predict the reactants needed to synthesize it. The reactants are: [CH3:1][O:2][C:3]1[CH:4]=[C:5]2[C:10](=[CH:11][C:12]=1[O:13][CH3:14])[CH:9]([CH2:15][O:16][C:17]1[CH:22]=[CH:21][CH:20]=[CH:19][CH:18]=1)[N:8]([CH:23]([C:27]1[CH:32]=[CH:31][CH:30]=[CH:29][CH:28]=1)[C:24](O)=[O:25])[CH2:7][CH2:6]2.[Br-].[NH4+:34]. (3) Given the product [Br:1][C:2]1[CH:10]=[CH:9][C:5]([C:18]([OH:17])([CH3:19])[CH3:12])=[C:4]([F:11])[CH:3]=1, predict the reactants needed to synthesize it. The reactants are: [Br:1][C:2]1[CH:10]=[CH:9][C:5](C(O)=O)=[C:4]([F:11])[CH:3]=1.[CH3:12][Mg]Cl.CC[O:17][CH2:18][CH3:19].[Cl-].[NH4+].Cl. (4) Given the product [NH2:1][C:2]1[C:7]([F:8])=[C:6]([C:23]2[C:18]3[O:17][CH2:16][O:15][C:19]=3[CH:20]=[CH:21][CH:22]=2)[N:5]=[C:4]([C:10]([O:12][CH3:13])=[O:11])[C:3]=1[Cl:14], predict the reactants needed to synthesize it. The reactants are: [NH2:1][C:2]1[C:7]([F:8])=[C:6](Cl)[N:5]=[C:4]([C:10]([O:12][CH3:13])=[O:11])[C:3]=1[Cl:14].[O:15]1[C:19]2[CH:20]=[CH:21][CH:22]=[C:23](B3OC(C)(C)C(C)(C)O3)[C:18]=2[O:17][CH2:16]1.[F-].[K+]. (5) Given the product [CH2:6]([CH:2]1[O:29][C:24]2[CH:25]=[CH:26][CH:27]=[CH:28][C:23]=2[NH:22][C:3]1=[O:4])[CH3:7], predict the reactants needed to synthesize it. The reactants are: Br[CH:2]([CH2:6][CH3:7])[C:3](O)=[O:4].C(Cl)CCl.C1C=CC2N(O)N=NC=2C=1.[NH2:22][C:23]1[CH:28]=[CH:27][CH:26]=[CH:25][C:24]=1[OH:29]. (6) Given the product [Br:1][C:2]1[C:3]([N:12]2[CH2:17][CH2:16][N:15]([CH2:18][C:19]3[N:23]([CH3:24])[CH:22]=[N:21][CH:20]=3)[CH2:14][CH2:13]2)=[C:4]2[N:9]=[C:45]([C:42]3[CH:41]=[CH:40][C:39]([CH2:38][N:35]4[CH2:34][CH2:33][N:32]([C:30]([O:29][C:25]([CH3:26])([CH3:28])[CH3:27])=[O:31])[CH2:37][CH2:36]4)=[CH:44][CH:43]=3)[NH:8][C:5]2=[N:6][CH:7]=1, predict the reactants needed to synthesize it. The reactants are: [Br:1][C:2]1[C:3]([N:12]2[CH2:17][CH2:16][N:15]([CH2:18][C:19]3[N:23]([CH3:24])[CH:22]=[N:21][CH:20]=3)[CH2:14][CH2:13]2)=[C:4]([N+:9]([O-])=O)[C:5]([NH2:8])=[N:6][CH:7]=1.[C:25]([O:29][C:30]([N:32]1[CH2:37][CH2:36][N:35]([CH2:38][C:39]2[CH:44]=[CH:43][C:42]([CH:45]=O)=[CH:41][CH:40]=2)[CH2:34][CH2:33]1)=[O:31])([CH3:28])([CH3:27])[CH3:26].[O-]S(S([O-])=O)=O.[Na+].[Na+]. (7) Given the product [F:25][CH:24]([F:26])[C:21]1[N:20]=[CH:19][N:18]=[C:17]([NH:12][CH2:11][C:9]2[CH:10]=[C:5]3[CH:4]=[C:3]([C:2]([F:1])([F:14])[F:15])[NH:13][C:6]3=[N:7][CH:8]=2)[C:22]=1[CH3:23], predict the reactants needed to synthesize it. The reactants are: [F:1][C:2]([F:15])([F:14])[C:3]1[NH:13][C:6]2=[N:7][CH:8]=[C:9]([CH2:11][NH2:12])[CH:10]=[C:5]2[CH:4]=1.Cl[C:17]1[C:22]([CH3:23])=[C:21]([CH:24]([F:26])[F:25])[N:20]=[CH:19][N:18]=1.CCN(C(C)C)C(C)C. (8) The reactants are: [N+:1]([C:4]1[CH:5]=[C:6]([S:10]([NH:13][CH2:14][C:15]2[CH:16]=[N:17][CH:18]=[CH:19][CH:20]=2)(=[O:12])=[O:11])[CH:7]=[CH:8][CH:9]=1)([O-])=O.C1COCC1. Given the product [NH2:1][C:4]1[CH:5]=[C:6]([S:10]([NH:13][CH2:14][C:15]2[CH:16]=[N:17][CH:18]=[CH:19][CH:20]=2)(=[O:12])=[O:11])[CH:7]=[CH:8][CH:9]=1, predict the reactants needed to synthesize it. (9) Given the product [CH:28]1([C:31]2[CH:36]=[C:35]([CH2:19][N:17]3[CH2:18][C:15]4([CH2:26][C:12]([N:9]5[CH2:10][CH2:11][C:6]([CH3:27])([C:4]([O:3][CH2:1][CH3:2])=[O:5])[CH2:7][CH2:8]5)=[N:13][O:14]4)[CH2:16]3)[C:34]([CH2:39][CH3:40])=[CH:33][C:32]=2[C:41]2[CH:42]=[CH:43][C:44]([F:47])=[CH:45][CH:46]=2)[CH2:30][CH2:29]1, predict the reactants needed to synthesize it. The reactants are: [CH2:1]([O:3][C:4]([C:6]1([CH3:27])[CH2:11][CH2:10][N:9]([C:12]2[CH2:26][C:15]3([CH2:18][N:17]([C:19](OC(C)(C)C)=O)[CH2:16]3)[O:14][N:13]=2)[CH2:8][CH2:7]1)=[O:5])[CH3:2].[CH:28]1([C:31]2[CH:36]=[C:35](C=O)[C:34]([CH2:39][CH3:40])=[CH:33][C:32]=2[C:41]2[CH:46]=[CH:45][C:44]([F:47])=[CH:43][CH:42]=2)[CH2:30][CH2:29]1. (10) Given the product [C:1]([O:5][C:6]([NH:8][CH:9]([CH3:17])[C:10](=[O:16])[CH:11]([CH2:19][C:20]([C:22]1[CH:31]=[CH:30][CH:29]=[C:28]2[C:23]=1[N:24]=[C:25]([NH:33][C:34]([CH3:37])([CH3:36])[CH3:35])[C:26]([CH3:32])=[N:27]2)=[O:21])[C:12]([O:14][CH3:15])=[O:13])=[O:7])([CH3:3])([CH3:4])[CH3:2], predict the reactants needed to synthesize it. The reactants are: [C:1]([O:5][C:6]([NH:8][C@H:9]([CH3:17])[C:10](=[O:16])[CH2:11][C:12]([O:14][CH3:15])=[O:13])=[O:7])([CH3:4])([CH3:3])[CH3:2].Br[CH2:19][C:20]([C:22]1[CH:31]=[CH:30][CH:29]=[C:28]2[C:23]=1[N:24]=[C:25]([NH:33][C:34]([CH3:37])([CH3:36])[CH3:35])[C:26]([CH3:32])=[N:27]2)=[O:21].C([O-])([O-])=O.[K+].[K+].